From a dataset of Forward reaction prediction with 1.9M reactions from USPTO patents (1976-2016). Predict the product of the given reaction. (1) Given the reactants Br[C:2]1[CH:3]=[CH:4][CH:5]=[C:6]2[C:10]=1[NH:9][C:8]([C:11]([O:13][CH2:14][CH3:15])=[O:12])=[C:7]2[CH2:16][CH2:17][CH2:18][O:19][C:20]1[CH:25]=[C:24]([CH3:26])[C:23]([Cl:27])=[C:22]([CH3:28])[CH:21]=1.[CH:29]([N:32]1[C:36](B2OC(C)(C)C(C)(C)O2)=[CH:35][CH:34]=[N:33]1)([CH3:31])[CH3:30], predict the reaction product. The product is: [Cl:27][C:23]1[C:24]([CH3:26])=[CH:25][C:20]([O:19][CH2:18][CH2:17][CH2:16][C:7]2[C:6]3[C:10](=[C:2]([C:36]4[N:32]([CH:29]([CH3:31])[CH3:30])[N:33]=[CH:34][CH:35]=4)[CH:3]=[CH:4][CH:5]=3)[NH:9][C:8]=2[C:11]([O:13][CH2:14][CH3:15])=[O:12])=[CH:21][C:22]=1[CH3:28]. (2) The product is: [F:34][C:35]1[C:36]([F:53])=[CH:37][C:38]2[O:52][CH2:51][C:41]3([C:49]4[C:44](=[CH:45][CH:46]=[CH:47][CH:48]=4)[N:43]([CH2:12][CH:13]4[CH2:14][CH2:15][N:16]([C:19]([O:21][C:22]([CH3:23])([CH3:24])[CH3:25])=[O:20])[CH2:17][CH2:18]4)[C:42]3=[O:50])[C:39]=2[CH:40]=1. Given the reactants S(O[CH2:12][CH:13]1[CH2:18][CH2:17][N:16]([C:19]([O:21][C:22]([CH3:25])([CH3:24])[CH3:23])=[O:20])[CH2:15][CH2:14]1)(C1C=CC(C)=CC=1)(=O)=O.BrCC1CCCCO1.[F:34][C:35]1[C:36]([F:53])=[CH:37][C:38]2[O:52][CH2:51][C:41]3([C:49]4[C:44](=[CH:45][CH:46]=[CH:47][CH:48]=4)[NH:43][C:42]3=[O:50])[C:39]=2[CH:40]=1.N1C2C(=CC=CC=2)C2(COC3C=C4C(=CC2=3)CCO4)C1=O, predict the reaction product. (3) Given the reactants [C:1]([C:3]1[CH:22]=[C:21]([C:23]2[N:31]=[CH:30][N:29]=[C:28]3[C:24]=2[N:25]=[C:26]([C:32]2[CH:37]=[CH:36][C:35]([N:38]4[CH2:43][CH2:42][O:41][CH2:40][CH2:39]4)=[C:34]([F:44])[CH:33]=2)[NH:27]3)[CH:20]=[CH:19][C:4]=1[O:5][CH:6]1[CH2:11][CH2:10][N:9](C(OC(C)(C)C)=O)[CH2:8][CH2:7]1)#[N:2], predict the reaction product. The product is: [F:44][C:34]1[CH:33]=[C:32]([C:26]2[NH:27][C:28]3[C:24]([N:25]=2)=[C:23]([C:21]2[CH:20]=[CH:19][C:4]([O:5][CH:6]4[CH2:11][CH2:10][NH:9][CH2:8][CH2:7]4)=[C:3]([CH:22]=2)[C:1]#[N:2])[N:31]=[CH:30][N:29]=3)[CH:37]=[CH:36][C:35]=1[N:38]1[CH2:39][CH2:40][O:41][CH2:42][CH2:43]1. (4) The product is: [CH3:33][C:19]([NH:34][C:15]([C:7]1[CH:6]=[N:5][C:4]([CH:1]2[CH2:2][CH2:3]2)=[C:9]([O:10][CH2:11][CH:12]2[CH2:13][CH2:14]2)[N:8]=1)=[O:17])([CH3:18])[CH2:20][C:21]1[N:22]=[C:23]([C:27]2[CH:32]=[CH:31][CH:30]=[CH:29][CH:28]=2)[O:24][C:25]=1[CH3:26]. Given the reactants [CH:1]1([C:4]2[N:5]=[CH:6][C:7]([C:15]([OH:17])=O)=[N:8][C:9]=2[O:10][CH2:11][CH:12]2[CH2:14][CH2:13]2)[CH2:3][CH2:2]1.[CH3:18][C:19]([NH2:34])([CH3:33])[CH2:20][C:21]1[N:22]=[C:23]([C:27]2[CH:32]=[CH:31][CH:30]=[CH:29][CH:28]=2)[O:24][C:25]=1[CH3:26], predict the reaction product.